This data is from Reaction yield outcomes from USPTO patents with 853,638 reactions. The task is: Predict the reaction yield, written as a fraction of the theoretical maximum amount of product (1.0 means a 100% yield; for example, 0.34 means a 34% yield). (1) The product is [CH3:1][C:2]1[CH:10]=[C:9](/[CH:11]=[CH:12]/[C:13]2[C:22]([CH2:23][N:30]3[CH:34]=[CH:33][CH:32]=[N:31]3)=[CH:21][C:20]3[C:19]([CH3:26])([CH3:25])[C:18](=[O:27])[CH2:17][C:16]([CH3:29])([CH3:28])[C:15]=3[CH:14]=2)[CH:8]=[CH:7][C:3]=1[C:4]([OH:6])=[O:5]. The yield is 0.730. The reactants are [CH3:1][C:2]1[CH:10]=[C:9](/[CH:11]=[CH:12]/[C:13]2[C:22]([CH2:23]Br)=[CH:21][C:20]3[C:19]([CH3:26])([CH3:25])[C:18](=[O:27])[CH2:17][C:16]([CH3:29])([CH3:28])[C:15]=3[CH:14]=2)[CH:8]=[CH:7][C:3]=1[C:4]([OH:6])=[O:5].[NH:30]1[CH:34]=[CH:33][CH:32]=[N:31]1. The catalyst is CN1CCCC1.[Cl-].[Na+].O. (2) The reactants are [CH2:1]([N:8]1[CH2:16][C@@H:15]2[C@@H:10]([CH2:11][CH2:12][CH2:13][NH:14]2)[CH2:9]1)[C:2]1[CH:7]=[CH:6][CH:5]=[CH:4][CH:3]=1.C(OC([O-])=O)([O:19][C:20]([O:22][C:23]([CH3:26])([CH3:25])[CH3:24])=O)=O. The catalyst is CO. The product is [CH2:1]([N:8]1[CH2:16][C@@H:15]2[C@@H:10]([CH2:11][CH2:12][CH2:13][N:14]2[C:20]([O:22][C:23]([CH3:26])([CH3:25])[CH3:24])=[O:19])[CH2:9]1)[C:2]1[CH:3]=[CH:4][CH:5]=[CH:6][CH:7]=1. The yield is 0.972.